This data is from Forward reaction prediction with 1.9M reactions from USPTO patents (1976-2016). The task is: Predict the product of the given reaction. The product is: [F:42][C:7]([F:6])([F:41])[C:8]1[C:13]([C:14]2[CH:15]=[CH:16][CH:17]=[CH:18][CH:19]=2)=[CH:12][C:11]([C:20]2[O:24][N:23]=[C:22]([C:25]3[CH:26]=[C:27]4[C:31](=[CH:32][CH:33]=3)[N:30]([CH2:34][CH2:35][C:36]([OH:38])=[O:37])[CH:29]=[CH:28]4)[N:21]=2)=[CH:10][CH:9]=1. Given the reactants C(O)C.[OH-].[Na+].[F:6][C:7]([F:42])([F:41])[C:8]1[C:13]([C:14]2[CH:19]=[CH:18][CH:17]=[CH:16][CH:15]=2)=[CH:12][C:11]([C:20]2[O:24][N:23]=[C:22]([C:25]3[CH:26]=[C:27]4[C:31](=[CH:32][CH:33]=3)[N:30]([CH2:34][CH2:35][C:36]([O:38]CC)=[O:37])[CH:29]=[CH:28]4)[N:21]=2)=[CH:10][CH:9]=1, predict the reaction product.